From a dataset of Reaction yield outcomes from USPTO patents with 853,638 reactions. Predict the reaction yield, written as a fraction of the theoretical maximum amount of product (1.0 means a 100% yield; for example, 0.34 means a 34% yield). (1) The reactants are [CH2:1]([O:3][CH2:4][CH2:5][O:6][CH2:7][CH2:8][C:9]#[N:10])[CH3:2].[NH2:11][OH:12]. The catalyst is CCO. The product is [CH2:1]([O:3][CH2:4][CH2:5][O:6][CH2:7][CH2:8][C:9](=[N:11][OH:12])[NH2:10])[CH3:2]. The yield is 0.976. (2) The reactants are Br[C:2]1[CH:7]=[CH:6][C:5]([CH2:8][C:9]([O:11][CH2:12][CH3:13])=[O:10])=[CH:4][CH:3]=1.[C:14]([N:17]1[C:26]2[C:21](=[CH:22][C:23](B3OC(C)(C)C(C)(C)O3)=[CH:24][CH:25]=2)[C@H:20]([NH:36][C:37](=[O:42])[O:38][CH:39]([CH3:41])[CH3:40])[CH2:19][C@@H:18]1[CH3:43])(=[O:16])[CH3:15].C(=O)([O-])[O-].[K+].[K+].O1CCOCC1. The catalyst is C1C=CC(P(C2C=CC=CC=2)[C-]2C=CC=C2)=CC=1.C1C=CC(P(C2C=CC=CC=2)[C-]2C=CC=C2)=CC=1.Cl[Pd]Cl.[Fe+2].O. The product is [C:14]([N:17]1[C:26]2[C:21](=[CH:22][C:23]([C:2]3[CH:7]=[CH:6][C:5]([CH2:8][C:9]([O:11][CH2:12][CH3:13])=[O:10])=[CH:4][CH:3]=3)=[CH:24][CH:25]=2)[C@H:20]([NH:36][C:37]([O:38][CH:39]([CH3:41])[CH3:40])=[O:42])[CH2:19][C@@H:18]1[CH3:43])(=[O:16])[CH3:15]. The yield is 0.597. (3) The reactants are [Br:1][C:2]1[CH:7]=[CH:6][C:5]([CH2:8][C:9]([O:11][CH2:12][CH3:13])=[O:10])=[CH:4][CH:3]=1.C([N-]C(C)C)(C)C.[Li+].C([C:24]([O:26][CH2:27][CH3:28])=[O:25])#N. The catalyst is C1COCC1. The product is [Br:1][C:2]1[CH:3]=[CH:4][C:5]([CH:8]([C:24]([O:26][CH2:27][CH3:28])=[O:25])[C:9]([O:11][CH2:12][CH3:13])=[O:10])=[CH:6][CH:7]=1. The yield is 0.410.